This data is from Full USPTO retrosynthesis dataset with 1.9M reactions from patents (1976-2016). The task is: Predict the reactants needed to synthesize the given product. (1) Given the product [Cl:35][CH2:34][CH2:33][C:11]1([C:15]([O:17][CH2:18][CH3:19])=[O:16])[CH2:12][CH2:13][CH2:14][N:9]([C:20]([O:22][C:23]([CH3:25])([CH3:24])[CH3:26])=[O:21])[CH2:10]1, predict the reactants needed to synthesize it. The reactants are: C([N-]C(C)C)(C)C.[Li+].[N:9]1([C:20]([O:22][C:23]([CH3:26])([CH3:25])[CH3:24])=[O:21])[CH2:14][CH2:13][CH2:12][CH:11]([C:15]([O:17][CH2:18][CH3:19])=[O:16])[CH2:10]1.O1CCCC1.Br[CH2:33][CH2:34][Cl:35]. (2) Given the product [Cl:1][C:2]1[N:3]=[C:4]([NH:16][CH:13]2[CH2:15][CH2:14]2)[C:5]2[S:10][CH:9]=[C:8]([CH3:11])[C:6]=2[N:7]=1, predict the reactants needed to synthesize it. The reactants are: [Cl:1][C:2]1[N:3]=[C:4](Cl)[C:5]2[S:10][CH:9]=[C:8]([CH3:11])[C:6]=2[N:7]=1.[CH:13]1([NH2:16])[CH2:15][CH2:14]1. (3) Given the product [CH:17]1([CH2:16][O:15][C:14]2[N:9]3[N:8]=[C:7]([CH3:24])[C:6]([C:4]([OH:5])=[O:3])=[C:10]3[CH:11]=[C:12]([CH3:23])[CH:13]=2)[CH2:18][CH2:19][CH2:20][CH2:21][CH2:22]1, predict the reactants needed to synthesize it. The reactants are: C([O:3][C:4]([C:6]1[C:7]([CH3:24])=[N:8][N:9]2[C:14]([O:15][CH2:16][CH:17]3[CH2:22][CH2:21][CH2:20][CH2:19][CH2:18]3)=[CH:13][C:12]([CH3:23])=[CH:11][C:10]=12)=[O:5])C.[OH-].[Na+].C(#N)C.FC(F)(F)C(O)=O. (4) The reactants are: C([O:4][C:5]1[CH:10]=[CH:9][C:8]([C:11]([C:26]2[CH:31]=[CH:30][C:29]([O:32]C(=O)C)=[CH:28][CH:27]=2)=[C:12]([C:15]2[CH:20]=[CH:19][C:18](/[CH:21]=[CH:22]/[C:23]([NH2:25])=[O:24])=[CH:17][CH:16]=2)[CH2:13][CH3:14])=[CH:7][CH:6]=1)(=O)C.C([O-])([O-])=O.[K+].[K+]. Given the product [CH2:13]([C:12]([C:15]1[CH:16]=[CH:17][C:18](/[CH:21]=[CH:22]/[C:23]([NH2:25])=[O:24])=[CH:19][CH:20]=1)=[C:11]([C:8]1[CH:9]=[CH:10][C:5]([OH:4])=[CH:6][CH:7]=1)[C:26]1[CH:27]=[CH:28][C:29]([OH:32])=[CH:30][CH:31]=1)[CH3:14], predict the reactants needed to synthesize it. (5) Given the product [C:1]1([C:14]2[CH:19]=[CH:18][CH:17]=[CH:16][CH:15]=2)[CH:6]=[CH:5][CH:4]=[CH:3][C:2]=1[CH2:7][CH:8]([CH2:12][CH3:13])[C:9]([Cl:22])=[O:10], predict the reactants needed to synthesize it. The reactants are: [C:1]1([C:14]2[CH:19]=[CH:18][CH:17]=[CH:16][CH:15]=2)[CH:6]=[CH:5][CH:4]=[CH:3][C:2]=1[CH2:7][CH:8]([CH2:12][CH3:13])[C:9](O)=[O:10].S(Cl)([Cl:22])=O. (6) Given the product [OH:11][C:10]([CH2:9][CH2:8][C:2]1[CH:3]=[CH:4][C:5]([OH:7])=[CH:6][CH:1]=1)=[CH:12][C:13](=[O:14])[CH2:15][CH2:16][C:17]1[CH:22]=[CH:21][C:20]([OH:23])=[CH:19][CH:18]=1, predict the reactants needed to synthesize it. The reactants are: [CH:1]1[C:2](/[CH:8]=[CH:9]/[C:10]([CH2:12][C:13](/[CH:15]=[CH:16]/[C:17]2[CH:22]=[CH:21][C:20]([OH:23])=[CH:19][CH:18]=2)=[O:14])=[O:11])=[CH:3][CH:4]=[C:5]([OH:7])[CH:6]=1.